From a dataset of Merck oncology drug combination screen with 23,052 pairs across 39 cell lines. Regression. Given two drug SMILES strings and cell line genomic features, predict the synergy score measuring deviation from expected non-interaction effect. (1) Drug 1: CN1C(=O)C=CC2(C)C3CCC4(C)C(NC(=O)OCC(F)(F)F)CCC4C3CCC12. Drug 2: CC(C)CC(NC(=O)C(Cc1ccccc1)NC(=O)c1cnccn1)B(O)O. Cell line: VCAP. Synergy scores: synergy=20.5. (2) Drug 1: NC1CCCCC1N.O=C(O)C(=O)O.[Pt+2]. Drug 2: CCc1cnn2c(NCc3ccc[n+]([O-])c3)cc(N3CCCCC3CCO)nc12. Cell line: NCIH23. Synergy scores: synergy=-21.3. (3) Drug 1: Cn1c(=O)n(-c2ccc(C(C)(C)C#N)cc2)c2c3cc(-c4cnc5ccccc5c4)ccc3ncc21. Drug 2: Cn1cc(-c2cnn3c(N)c(Br)c(C4CCCNC4)nc23)cn1. Cell line: A2780. Synergy scores: synergy=29.5. (4) Drug 1: CN1C(=O)C=CC2(C)C3CCC4(C)C(NC(=O)OCC(F)(F)F)CCC4C3CCC12. Drug 2: CCC1(O)CC2CN(CCc3c([nH]c4ccccc34)C(C(=O)OC)(c3cc4c(cc3OC)N(C)C3C(O)(C(=O)OC)C(OC(C)=O)C5(CC)C=CCN6CCC43C65)C2)C1. Cell line: HT144. Synergy scores: synergy=-7.24. (5) Drug 1: COC1=C2CC(C)CC(OC)C(O)C(C)C=C(C)C(OC(N)=O)C(OC)C=CC=C(C)C(=O)NC(=CC1=O)C2=O. Drug 2: CCc1c2c(nc3ccc(O)cc13)-c1cc3c(c(=O)n1C2)COC(=O)C3(O)CC. Cell line: NCIH520. Synergy scores: synergy=12.6.